This data is from Catalyst prediction with 721,799 reactions and 888 catalyst types from USPTO. The task is: Predict which catalyst facilitates the given reaction. (1) Reactant: C(OC([N:8]([CH2:38][C:39]([O:41]C(C)(C)C)=[O:40])[C:9]1[CH:14]=[CH:13][CH:12]=[C:11]([CH:15]([CH2:27][C:28]2[CH:33]=[CH:32][C:31]([C:34]([CH3:37])([CH3:36])[CH3:35])=[CH:30][CH:29]=2)[NH:16][S:17]([C:20]2[CH:25]=[CH:24][C:23]([Cl:26])=[CH:22][CH:21]=2)(=[O:19])=[O:18])[N:10]=1)=O)(C)(C)C.Cl.O1CCOCC1. Product: [ClH:26].[C:34]([C:31]1[CH:30]=[CH:29][C:28]([CH2:27][CH:15]([NH:16][S:17]([C:20]2[CH:25]=[CH:24][C:23]([Cl:26])=[CH:22][CH:21]=2)(=[O:18])=[O:19])[C:11]2[N:10]=[C:9]([NH:8][CH2:38][C:39]([OH:41])=[O:40])[CH:14]=[CH:13][CH:12]=2)=[CH:33][CH:32]=1)([CH3:37])([CH3:35])[CH3:36]. The catalyst class is: 2. (2) Reactant: [F:1][C:2]1[CH:7]=[CH:6][C:5]([N:8]2[C:16]3[C:11](=[CH:12][C:13]([C:17]([NH:19][CH3:20])=O)=[CH:14][CH:15]=3)[C:10]([CH:21]3[CH2:26][CH2:25][N:24]([CH2:27][CH2:28][N:29]4[CH2:33][CH2:32][NH:31][C:30]4=[O:34])[CH2:23][CH2:22]3)=[CH:9]2)=[CH:4][CH:3]=1.O.[OH-].[Na+]. Product: [F:1][C:2]1[CH:7]=[CH:6][C:5]([N:8]2[C:16]3[C:11](=[CH:12][C:13]([CH2:17][NH:19][CH3:20])=[CH:14][CH:15]=3)[C:10]([CH:21]3[CH2:22][CH2:23][N:24]([CH2:27][CH2:28][N:29]4[CH2:33][CH2:32][NH:31][C:30]4=[O:34])[CH2:25][CH2:26]3)=[CH:9]2)=[CH:4][CH:3]=1. The catalyst class is: 1. (3) Reactant: [Cl:1][C:2]1[CH:15]=[CH:14][C:5]([CH2:6][NH:7][C:8](=[O:13])[C:9]([F:12])([F:11])[F:10])=[CH:4][C:3]=1[NH:16][NH2:17].[CH3:18][C:19]([O:22][C:23](O[C:23]([O:22][C:19]([CH3:21])([CH3:20])[CH3:18])=[O:24])=[O:24])([CH3:21])[CH3:20].C([O-])([O-])=O.[Na+].[Na+].C(#N)C. Product: [Cl:1][C:2]1[CH:15]=[CH:14][C:5]([CH2:6][NH:7][C:8](=[O:13])[C:9]([F:12])([F:11])[F:10])=[CH:4][C:3]=1[NH:16][NH:17][C:23]([O:22][C:19]([CH3:21])([CH3:20])[CH3:18])=[O:24]. The catalyst class is: 6. (4) Reactant: [CH3:1][N:2]1[C:8](=[O:9])[CH2:7][C:6]2[CH:10]=[CH:11][CH:12]=[CH:13][C:5]=2[CH:4]=[N:3]1.C[Si]([N-][Si](C)(C)C)(C)C.[K+].C1(C)C=CC=CC=1.C(C1C=C(C(C)C)C=C(C(C)C)C=1S([N:49]=[N+:50]=[N-:51])(=O)=O)(C)C.C(O)(=O)C. Product: [N:49]([CH:7]1[C:6]2[CH:10]=[CH:11][CH:12]=[CH:13][C:5]=2[CH:4]=[N:3][N:2]([CH3:1])[C:8]1=[O:9])=[N+:50]=[N-:51]. The catalyst class is: 765.